This data is from Full USPTO retrosynthesis dataset with 1.9M reactions from patents (1976-2016). The task is: Predict the reactants needed to synthesize the given product. (1) Given the product [CH2:1]([N:8]1[CH:17]=[C:16]([C:18]2[C:26]3[C:21](=[CH:22][CH:23]=[CH:24][CH:25]=3)[N:20]([CH2:38][C:36]([OH:42])=[O:37])[C:19]=2[CH3:34])[C:15]2[C:10](=[CH:11][CH:12]=[CH:13][CH:14]=2)[C:9]1=[O:35])[C:2]1[CH:7]=[CH:6][CH:5]=[CH:4][CH:3]=1, predict the reactants needed to synthesize it. The reactants are: [CH2:1]([N:8]1[CH:17]=[C:16]([C:18]2[C:26]3[C:21](=[CH:22][CH:23]=[CH:24][CH:25]=3)[N:20](C(OC(C)(C)C)=O)[C:19]=2[CH3:34])[C:15]2[C:10](=[CH:11][CH:12]=[CH:13][CH:14]=2)[C:9]1=[O:35])[C:2]1[CH:7]=[CH:6][CH:5]=[CH:4][CH:3]=1.[C:36]([OH:42])([C:38](F)(F)F)=[O:37].COC(=O)CBr.C(=O)([O-])[O-].[K+].[K+]. (2) Given the product [OH:8][CH2:9][C:10]1[CH:11]=[C:12]([C:25]2[C:38]3[C:39]4=[C:40]5[C:35](=[CH:36][CH:37]=3)[CH:34]=[CH:33][CH:32]=[C:31]5[CH:30]=[CH:29][C:28]4=[CH:27][CH:26]=2)[CH:13]=[C:14]([CH2:16][O:17][C:41]([C:58]2[CH:63]=[CH:62][CH:61]=[CH:60][CH:59]=2)([C:50]2[CH:57]=[CH:56][C:53]([O:54][CH3:55])=[CH:52][CH:51]=2)[C:42]2[CH:49]=[CH:48][C:45]([O:46][CH3:47])=[CH:44][CH:43]=2)[CH:15]=1, predict the reactants needed to synthesize it. The reactants are: [Si]([O:8][CH2:9][C:10]1[CH:11]=[C:12]([C:25]2[CH:26]=[CH:27][C:28]3[C:39]4=[C:40]5[C:31]([CH:32]=[CH:33][CH:34]=[C:35]5[CH:36]=[CH:37][C:38]=24)=[CH:30][CH:29]=3)[CH:13]=[C:14]([CH2:16][O:17][Si](C(C)(C)C)(C)C)[CH:15]=1)(C(C)(C)C)(C)C.[C:41](Cl)([C:58]1[CH:63]=[CH:62][CH:61]=[CH:60][CH:59]=1)([C:50]1[CH:57]=[CH:56][C:53]([O:54][CH3:55])=[CH:52][CH:51]=1)[C:42]1[CH:49]=[CH:48][C:45]([O:46][CH3:47])=[CH:44][CH:43]=1. (3) Given the product [F:34][C:29]1[CH:28]=[C:27]([C@H:19]2[NH:18][C@@H:23]([CH:24]([OH:26])[CH3:25])[CH2:22][O:21][CH2:20]2)[CH:32]=[CH:31][C:30]=1[F:33], predict the reactants needed to synthesize it. The reactants are: C1C2C(COC([N:18]3[C@@H:23]([CH:24]([OH:26])[CH3:25])[CH2:22][O:21][CH2:20][C@H:19]3[C:27]3[CH:32]=[CH:31][C:30]([F:33])=[C:29]([F:34])[CH:28]=3)=O)C3C(=CC=CC=3)C=2C=CC=1.C(NCC)C. (4) The reactants are: [CH2:1]([S:3][C:4]1[CH:9]=[CH:8][CH:7]=[CH:6][C:5]=1[C:10]1[NH:11][C:12](=O)[C:13]2[CH:19]=[C:18]([C:20]([F:23])([F:22])[F:21])[CH:17]=[N:16][C:14]=2[N:15]=1)[CH3:2].P(Cl)(Cl)([Cl:27])=O.C(N(CC)C(C)C)(C)C.C(=O)(O)[O-].[Na+]. Given the product [Cl:27][C:12]1[C:13]2[CH:19]=[C:18]([C:20]([F:23])([F:22])[F:21])[CH:17]=[N:16][C:14]=2[N:15]=[C:10]([C:5]2[CH:6]=[CH:7][CH:8]=[CH:9][C:4]=2[S:3][CH2:1][CH3:2])[N:11]=1, predict the reactants needed to synthesize it. (5) Given the product [CH3:1][C:2]1[C:11]([N:12]2[C:13]3[CH:18]=[CH:17][C:16]([O:19][C:20]([F:22])([F:21])[F:23])=[CH:15][C:14]=3[N:24]=[C:25]2[C@H:27]2[CH2:31][CH2:30][CH2:29][O:28]2)=[CH:10][CH:9]=[CH:8][C:3]=1[C:4]([O:6][CH3:7])=[O:5], predict the reactants needed to synthesize it. The reactants are: [CH3:1][C:2]1[C:11]([NH:12][C:13]2[CH:18]=[CH:17][C:16]([O:19][C:20]([F:23])([F:22])[F:21])=[CH:15][C:14]=2[NH:24][C:25]([C@H:27]2[CH2:31][CH2:30][CH2:29][O:28]2)=O)=[CH:10][CH:9]=[CH:8][C:3]=1[C:4]([O:6][CH3:7])=[O:5]. (6) Given the product [CH3:1][O:2][C:3]1[CH:4]=[CH:5][C:6]([CH:12]([C:18]2[CH:23]=[CH:22][CH:21]=[CH:20][CH:19]=2)[CH2:13][CH2:14][NH:16][CH3:17])=[C:7]2[C:11]=1[NH:10][CH:9]=[CH:8]2, predict the reactants needed to synthesize it. The reactants are: [CH3:1][O:2][C:3]1[CH:4]=[CH:5][C:6]([CH:12]([C:18]2[CH:23]=[CH:22][CH:21]=[CH:20][CH:19]=2)[CH2:13][C:14]([NH:16][CH3:17])=O)=[C:7]2[C:11]=1[NH:10][CH:9]=[CH:8]2.[H-].[H-].[H-].[H-].[Li+].[Al+3].